This data is from NCI-60 drug combinations with 297,098 pairs across 59 cell lines. The task is: Regression. Given two drug SMILES strings and cell line genomic features, predict the synergy score measuring deviation from expected non-interaction effect. (1) Drug 1: CC12CCC3C(C1CCC2O)C(CC4=C3C=CC(=C4)O)CCCCCCCCCS(=O)CCCC(C(F)(F)F)(F)F. Drug 2: CC1=C2C(C(=O)C3(C(CC4C(C3C(C(C2(C)C)(CC1OC(=O)C(C(C5=CC=CC=C5)NC(=O)OC(C)(C)C)O)O)OC(=O)C6=CC=CC=C6)(CO4)OC(=O)C)O)C)O. Cell line: MALME-3M. Synergy scores: CSS=-5.04, Synergy_ZIP=7.13, Synergy_Bliss=10.6, Synergy_Loewe=-3.83, Synergy_HSA=-5.99. (2) Drug 1: C1=CC=C(C=C1)NC(=O)CCCCCCC(=O)NO. Cell line: CAKI-1. Drug 2: CC1=C(C(=CC=C1)Cl)NC(=O)C2=CN=C(S2)NC3=CC(=NC(=N3)C)N4CCN(CC4)CCO. Synergy scores: CSS=32.0, Synergy_ZIP=-12.8, Synergy_Bliss=-19.4, Synergy_Loewe=-21.1, Synergy_HSA=-18.8. (3) Drug 1: CC1=C(C(=CC=C1)Cl)NC(=O)C2=CN=C(S2)NC3=CC(=NC(=N3)C)N4CCN(CC4)CCO. Drug 2: N.N.Cl[Pt+2]Cl. Cell line: CCRF-CEM. Synergy scores: CSS=47.1, Synergy_ZIP=1.37, Synergy_Bliss=1.91, Synergy_Loewe=1.62, Synergy_HSA=1.50.